Dataset: Forward reaction prediction with 1.9M reactions from USPTO patents (1976-2016). Task: Predict the product of the given reaction. (1) Given the reactants Br[C:2]1[CH:3]=[C:4]([C:20]2[CH:25]=[CH:24][C:23]([C:26]([O:28][CH2:29][CH3:30])=[O:27])=[CH:22][CH:21]=2)[CH:5]=[CH:6][C:7]=1[O:8][CH2:9][CH2:10][CH2:11][O:12][Si:13]([C:16]([CH3:19])([CH3:18])[CH3:17])([CH3:15])[CH3:14].[CH2:31]([N:33]([CH2:44][CH3:45])[C:34]1[CH:39]=[CH:38][C:37](B(O)O)=[CH:36][C:35]=1[CH3:43])[CH3:32], predict the reaction product. The product is: [Si:13]([O:12][CH2:11][CH2:10][CH2:9][O:8][C:7]1[CH:6]=[CH:5][C:4]([C:20]2[CH:25]=[CH:24][C:23]([C:26]([O:28][CH2:29][CH3:30])=[O:27])=[CH:22][CH:21]=2)=[CH:3][C:2]=1[C:37]1[CH:38]=[CH:39][C:34]([N:33]([CH2:44][CH3:45])[CH2:31][CH3:32])=[C:35]([CH3:43])[CH:36]=1)([C:16]([CH3:19])([CH3:18])[CH3:17])([CH3:15])[CH3:14]. (2) Given the reactants [C:1]([C:3]1[C:4]([CH3:25])=[N:5][C:6]2[N:7]([CH:17]=[C:18]([CH2:20][C:21]([O:23]C)=[O:22])[N:19]=2)[C:8]=1[C:9]1[CH:14]=[CH:13][C:12]([Cl:15])=[CH:11][C:10]=1[Cl:16])#[N:2].[Li+].[OH-].Cl, predict the reaction product. The product is: [C:1]([C:3]1[C:4]([CH3:25])=[N:5][C:6]2[N:7]([CH:17]=[C:18]([CH2:20][C:21]([OH:23])=[O:22])[N:19]=2)[C:8]=1[C:9]1[CH:14]=[CH:13][C:12]([Cl:15])=[CH:11][C:10]=1[Cl:16])#[N:2]. (3) Given the reactants C(OC(=O)[NH:7][CH:8]1[CH2:13][CH2:12][N:11]([C:14](=[O:25])[C:15]([F:24])([F:23])[CH2:16][C:17]2[CH:22]=[CH:21][CH:20]=[CH:19][CH:18]=2)[CH2:10][CH2:9]1)(C)(C)C.Cl, predict the reaction product. The product is: [F:24][C:15]([F:23])([CH2:16][C:17]1[CH:18]=[CH:19][CH:20]=[CH:21][CH:22]=1)[C:14]([N:11]1[CH2:10][CH2:9][CH:8]([NH2:7])[CH2:13][CH2:12]1)=[O:25]. (4) The product is: [Cl:23][C:14]1[C:5]([O:4][CH:2]([CH3:1])[CH3:3])=[N:6][CH:7]=[C:8]2[C:13]=1[C:12](=[O:15])[NH:11][CH2:10][CH2:9]2. Given the reactants [CH3:1][CH:2]([O:4][C:5]1[CH:14]=[C:13]2[C:8]([CH2:9][CH2:10][NH:11][C:12]2=[O:15])=[CH:7][N:6]=1)[CH3:3].C1C(=O)N([Cl:23])C(=O)C1, predict the reaction product.